Dataset: Peptide-MHC class II binding affinity with 134,281 pairs from IEDB. Task: Regression. Given a peptide amino acid sequence and an MHC pseudo amino acid sequence, predict their binding affinity value. This is MHC class II binding data. (1) The binding affinity (normalized) is 0.567. The MHC is DRB1_0701 with pseudo-sequence DRB1_0701. The peptide sequence is LPISPLSNSLLRHHNMVYAT. (2) The peptide sequence is DLKPGAAWTVYVGIV. The MHC is DRB1_1101 with pseudo-sequence DRB1_1101. The binding affinity (normalized) is 0.292. (3) The peptide sequence is LPPIVAKEIVASCDKC. The MHC is HLA-DQA10102-DQB10602 with pseudo-sequence HLA-DQA10102-DQB10602. The binding affinity (normalized) is 0.0588. (4) The peptide sequence is AAGVPPADKYRTFVA. The MHC is DRB1_0405 with pseudo-sequence DRB1_0405. The binding affinity (normalized) is 0.297. (5) The peptide sequence is SEIEEFRDRARVPLT. The MHC is HLA-DQA10101-DQB10501 with pseudo-sequence HLA-DQA10101-DQB10501. The binding affinity (normalized) is 0.425.